Dataset: Full USPTO retrosynthesis dataset with 1.9M reactions from patents (1976-2016). Task: Predict the reactants needed to synthesize the given product. (1) Given the product [CH2:13]([C:6]1[NH:5][C:4]([CH:3]=[O:2])=[N:8][C:7]=1[C:9]([F:11])([F:12])[F:10])[CH3:14], predict the reactants needed to synthesize it. The reactants are: C[O:2][CH:3](OC)[C:4]1[NH:5][C:6]([CH2:13][CH3:14])=[C:7]([C:9]([F:12])([F:11])[F:10])[N:8]=1. (2) Given the product [NH:1]([C:13]([O:15][CH2:16][C:17]1[CH:22]=[CH:21][CH:20]=[CH:19][CH:18]=1)=[O:14])[C@@H:2]([C:8]([O:10][CH2:11][CH3:12])=[O:9])[CH2:3][CH2:4][C:5]([NH:44][C@@H:45]([C:56]([OH:58])=[O:57])[CH2:46][C:47]1[C:55]2[C:50](=[CH:51][CH:52]=[CH:53][CH:54]=2)[NH:49][CH:48]=1)=[O:7], predict the reactants needed to synthesize it. The reactants are: [NH:1]([C:13]([O:15][CH2:16][C:17]1[CH:22]=[CH:21][CH:20]=[CH:19][CH:18]=1)=[O:14])[C@@H:2]([C:8]([O:10][CH2:11][CH3:12])=[O:9])[CH2:3][CH2:4][C:5](=[O:7])O.ON1C(=O)CCC1=O.CCN=C=NCCCN(C)C.Cl.Cl.[NH2:44][C@@H:45]([C:56]([OH:58])=[O:57])[CH2:46][C:47]1[C:55]2[C:50](=[CH:51][CH:52]=[CH:53][CH:54]=2)[NH:49][CH:48]=1. (3) Given the product [OH:38][C:37]([C:39]([OH:41])=[O:40])([CH2:42][C:43]([OH:45])=[O:44])[CH2:36][C:35]([OH:47])=[O:46].[CH2:1]([CH:8]1[C:13]2([C:18]3[NH:19][C:20]4[C:25]([C:17]=3[CH2:16][CH2:15][NH:14]2)=[CH:24][CH:23]=[CH:22][CH:21]=4)[CH2:12][CH2:11][C:10]([C:29]2[CH:30]=[CH:31][CH:32]=[CH:33][CH:34]=2)([N:26]([CH3:28])[CH3:27])[CH2:9]1)[C:2]1[CH:7]=[CH:6][CH:5]=[CH:4][CH:3]=1, predict the reactants needed to synthesize it. The reactants are: [CH2:1]([CH:8]1[C:13]2([C:18]3[NH:19][C:20]4[C:25]([C:17]=3[CH2:16][CH2:15][NH:14]2)=[CH:24][CH:23]=[CH:22][CH:21]=4)[CH2:12][CH2:11][C:10]([C:29]2[CH:34]=[CH:33][CH:32]=[CH:31][CH:30]=2)([N:26]([CH3:28])[CH3:27])[CH2:9]1)[C:2]1[CH:7]=[CH:6][CH:5]=[CH:4][CH:3]=1.[C:35]([OH:47])(=[O:46])[CH2:36][C:37]([CH2:42][C:43]([OH:45])=[O:44])([C:39]([OH:41])=[O:40])[OH:38]. (4) Given the product [N:2]1[CH:3]=[CH:4][N:5]2[C:10]([NH:11][C:27]([NH:26][CH2:25][C:24]3[CH:23]=[CH:22][C:21]([C:20]([F:19])([F:32])[F:31])=[CH:30][CH:29]=3)=[O:28])=[CH:9][CH:8]=[CH:7][C:6]=12, predict the reactants needed to synthesize it. The reactants are: Cl.[N:2]1[CH:3]=[CH:4][N:5]2[C:10]([NH2:11])=[CH:9][CH:8]=[CH:7][C:6]=12.C(N(CC)CC)C.[F:19][C:20]([F:32])([F:31])[C:21]1[CH:30]=[CH:29][C:24]([CH2:25][N:26]=[C:27]=[O:28])=[CH:23][CH:22]=1.C([O-])([O-])=O.[K+].[K+]. (5) Given the product [ClH:19].[ClH:19].[CH:1]1([N:5]2[CH2:11][CH2:10][CH2:9][NH:8][CH2:7][CH2:6]2)[CH2:4][CH2:3][CH2:2]1, predict the reactants needed to synthesize it. The reactants are: [CH:1]1([N:5]2[CH2:11][CH2:10][CH2:9][N:8](C(OC(C)(C)C)=O)[CH2:7][CH2:6]2)[CH2:4][CH2:3][CH2:2]1.[ClH:19].C1(C)C=CC=CC=1.